Dataset: Catalyst prediction with 721,799 reactions and 888 catalyst types from USPTO. Task: Predict which catalyst facilitates the given reaction. (1) Reactant: [CH:1]1([CH2:7][CH:8]([OH:12])[C:9]([OH:11])=O)[CH2:6][CH2:5][CH2:4][CH2:3][CH2:2]1.Cl.[NH2:14][CH:15]([CH2:27][CH3:28])[CH:16]([C:18]1[O:19][C:20]2[C:21]([N:26]=1)=[N:22][CH:23]=[CH:24][CH:25]=2)[OH:17].C1C=CC2N(O)N=NC=2C=1.C(Cl)CCl.CN1CCOCC1. Product: [CH:1]1([CH2:7][CH:8]([OH:12])[C:9]([NH:14][CH:15]([CH:16]([OH:17])[C:18]2[O:19][C:20]3[C:21]([N:26]=2)=[N:22][CH:23]=[CH:24][CH:25]=3)[CH2:27][CH3:28])=[O:11])[CH2:2][CH2:3][CH2:4][CH2:5][CH2:6]1. The catalyst class is: 23. (2) Reactant: [N+:1]([C:4]1[CH:11]=[CH:10][C:7](C=O)=[CH:6][CH:5]=1)([O-])=O.[C:12](O[BH-](OC(=O)C)OC(=O)C)(=O)C.[Na+].C(O)(=O)C.[NH2:30][C:31]1[CH:39]=[C:38]2[C:34]([CH:35]=[N:36][NH:37]2)=[CH:33][CH:32]=1. Product: [NH2:30][C:31]1[CH:39]=[CH:38][C:34]([CH2:35][NH:36][N:37]2[C:5]3[CH:6]=[CH:7][CH:10]=[CH:11][C:4]=3[N:1]=[CH:12]2)=[CH:33][CH:32]=1. The catalyst class is: 4. (3) Reactant: [Br:1][C:2]1([Br:18])[CH2:4][CH:3]1[CH2:5][O:6][C:7]1[CH:12]=[C:11]([CH3:13])[C:10]([N+:14]([O-])=O)=[CH:9][C:8]=1[CH3:17].C(O)(=O)C. Product: [Br:1][C:2]1([Br:18])[CH2:4][CH:3]1[CH2:5][O:6][C:7]1[C:8]([CH3:17])=[CH:9][C:10]([NH2:14])=[C:11]([CH3:13])[CH:12]=1. The catalyst class is: 150. (4) Reactant: [CH3:1][N:2]([C:4]1(O)[CH2:9][CH2:8][N:7]([C:10]2[CH:15]=[CH:14][C:13]([N:16]3[CH2:20][C@H:19]([CH2:21][NH:22][C:23](=[O:25])[CH3:24])[O:18][C:17]3=[O:26])=[CH:12][C:11]=2[F:27])[CH:6]([CH3:28])[CH2:5]1)[CH3:3].CCN(S(F)(F)[F:36])CC. The catalyst class is: 4. Product: [F:36][C:4]1([N:2]([CH3:3])[CH3:1])[CH2:9][CH2:8][N:7]([C:10]2[CH:15]=[CH:14][C:13]([N:16]3[CH2:20][CH:19]([CH2:21][NH:22][C:23](=[O:25])[CH3:24])[O:18][C:17]3=[O:26])=[CH:12][C:11]=2[F:27])[CH:6]([CH3:28])[CH2:5]1. (5) Reactant: [NH:1]1[CH:5]=[CH:4][N:3]=[C:2]1[NH:6][C:7]([C:9]1[C:17]2[N:16]=[C:15]([NH:18][C:19]([C:21]3[CH:22]=[C:23]4[C:28](=[CH:29][CH:30]=3)[CH2:27][NH:26][CH2:25][CH2:24]4)=[O:20])[NH:14][C:13]=2[CH:12]=[CH:11][CH:10]=1)=[O:8].[CH:31](=O)[C:32]1[CH:37]=[CH:36][CH:35]=[CH:34][CH:33]=1.C(O[BH-](OC(=O)C)OC(=O)C)(=O)C.[Na+]. Product: [NH:3]1[CH:4]=[CH:5][N:1]=[C:2]1[NH:6][C:7]([C:9]1[C:17]2[N:16]=[C:15]([NH:18][C:19]([C:21]3[CH:22]=[C:23]4[C:28](=[CH:29][CH:30]=3)[CH2:27][N:26]([CH2:31][C:32]3[CH:37]=[CH:36][CH:35]=[CH:34][CH:33]=3)[CH2:25][CH2:24]4)=[O:20])[NH:14][C:13]=2[CH:12]=[CH:11][CH:10]=1)=[O:8]. The catalyst class is: 3. (6) Reactant: [Cl:1][C:2]1[CH:10]=[C:9]2[C:5]([CH2:6][C:7](=[O:11])[NH:8]2)=[CH:4][CH:3]=1.[Cl:12][C:13]1[CH:14]=[CH:15][C:16]([O:21][C:22]2[CH:27]=[CH:26][C:25]([O:28][CH3:29])=[CH:24][CH:23]=2)=[C:17]([CH:20]=1)[CH:18]=O.N1CCCC1. Product: [Cl:1][C:2]1[CH:10]=[C:9]2[C:5](/[C:6](=[CH:18]/[C:17]3[CH:20]=[C:13]([Cl:12])[CH:14]=[CH:15][C:16]=3[O:21][C:22]3[CH:27]=[CH:26][C:25]([O:28][CH3:29])=[CH:24][CH:23]=3)/[C:7](=[O:11])[NH:8]2)=[CH:4][CH:3]=1. The catalyst class is: 5. (7) Reactant: F[C:2]1[CH:3]=[C:4]([CH:8]=[CH:9][C:10]=1[N+:11]([O-:13])=[O:12])[C:5]([OH:7])=[O:6].[CH:14]1([NH2:20])[CH2:19][CH2:18][CH2:17][CH2:16][CH2:15]1. Product: [CH:14]1([NH:20][C:2]2[CH:3]=[C:4]([CH:8]=[CH:9][C:10]=2[N+:11]([O-:13])=[O:12])[C:5]([OH:7])=[O:6])[CH2:19][CH2:18][CH2:17][CH2:16][CH2:15]1. The catalyst class is: 37. (8) Reactant: [Br:1][C:2]1[CH:17]=[CH:16][C:5]([O:6][CH2:7][CH2:8][N:9]2[CH2:14][CH2:13][N:12]([CH3:15])[CH2:11][CH2:10]2)=[C:4]([Cl:18])[CH:3]=1.C(=O)=O.[CH3:22][C:23](C)=O.[Li+].CC([N-]C(C)C)C.ICC. Product: [Br:1][C:2]1[CH:17]=[CH:16][C:5]([O:6][CH2:7][CH2:8][N:9]2[CH2:14][CH2:13][N:12]([CH3:15])[CH2:11][CH2:10]2)=[C:4]([Cl:18])[C:3]=1[CH2:22][CH3:23]. The catalyst class is: 1. (9) Reactant: Cl[C:2]1[N:7]=[C:6]([Cl:8])[CH:5]=[CH:4][N:3]=1.[CH3:9][NH:10][CH2:11][C:12]([O:14][CH2:15][CH3:16])=[O:13].C(N(CC)CC)C. Product: [Cl:8][C:6]1[CH:5]=[CH:4][N:3]=[C:2]([N:10]([CH3:9])[CH2:11][C:12]([O:14][CH2:15][CH3:16])=[O:13])[N:7]=1. The catalyst class is: 12.